Dataset: TCR-epitope binding with 47,182 pairs between 192 epitopes and 23,139 TCRs. Task: Binary Classification. Given a T-cell receptor sequence (or CDR3 region) and an epitope sequence, predict whether binding occurs between them. (1) The epitope is IVDTVSALV. The TCR CDR3 sequence is CASSLDLSGEAFF. Result: 0 (the TCR does not bind to the epitope). (2) The epitope is PKYVKQNTLKLAT. The TCR CDR3 sequence is CASSPRTGDQPQHF. Result: 1 (the TCR binds to the epitope). (3) The epitope is IYSKHTPINL. The TCR CDR3 sequence is CATSRLLSEQYF. Result: 0 (the TCR does not bind to the epitope).